Dataset: Forward reaction prediction with 1.9M reactions from USPTO patents (1976-2016). Task: Predict the product of the given reaction. Given the reactants [Li]OC(C)=O.FC(F)(F)S(O[C:12]1[CH:17]=[CH:16][CH:15]=[CH:14][CH:13]=1)(=O)=O.[C:20]([O:24]/[C:25](/[O:28][Si](C)(C)C)=[CH:26]\[CH3:27])([CH3:23])([CH3:22])[CH3:21], predict the reaction product. The product is: [C:12]1([C@H:26]([CH3:27])[C:25]([O:24][C:20]([CH3:23])([CH3:22])[CH3:21])=[O:28])[CH:17]=[CH:16][CH:15]=[CH:14][CH:13]=1.